This data is from Full USPTO retrosynthesis dataset with 1.9M reactions from patents (1976-2016). The task is: Predict the reactants needed to synthesize the given product. (1) The reactants are: [C:1]([O:5][C:6]([N:8]1[CH2:13][CH2:12][C:11]([CH2:18][CH2:19][CH2:20][C:21]([OH:23])=[O:22])([C:14]([O:16][CH3:17])=[O:15])[CH2:10][CH2:9]1)=[O:7])([CH3:4])([CH3:3])[CH3:2].[CH3:24][Si](C=[N+]=[N-])(C)C. Given the product [C:1]([O:5][C:6]([N:8]1[CH2:9][CH2:10][C:11]([CH2:18][CH2:19][CH2:20][C:21]([O:23][CH3:24])=[O:22])([C:14]([O:16][CH3:17])=[O:15])[CH2:12][CH2:13]1)=[O:7])([CH3:4])([CH3:2])[CH3:3], predict the reactants needed to synthesize it. (2) Given the product [CH3:26][O:25][C:23](=[O:24])[C:22]1[CH:27]=[CH:28][C:19]([C:17](=[C:5]2[CH2:6][CH2:7][C:2]([CH3:9])([CH3:1])[CH2:3][CH2:4]2)[C:14]2[CH:15]=[CH:16][C:11]([OH:10])=[CH:12][CH:13]=2)=[CH:20][CH:21]=1, predict the reactants needed to synthesize it. The reactants are: [CH3:1][C:2]1([CH3:9])[CH2:7][CH2:6][C:5](=O)[CH2:4][CH2:3]1.[OH:10][C:11]1[CH:16]=[CH:15][C:14]([C:17]([C:19]2[CH:28]=[CH:27][C:22]([C:23]([O:25][CH3:26])=[O:24])=[CH:21][CH:20]=2)=O)=[CH:13][CH:12]=1.O.C([O-])([O-])=O.[K+].[K+]. (3) Given the product [OH:36][CH:35]([C:2]1[CH:19]=[CH:18][C:5]([CH2:6][O:7][Si:8]([CH:15]([CH3:17])[CH3:16])([CH:12]([CH3:14])[CH3:13])[CH:9]([CH3:11])[CH3:10])=[CH:4][CH:3]=1)[C:34]1[CH:33]=[C:32]([CH:39]=[CH:38][CH:37]=1)[C:30]#[N:31], predict the reactants needed to synthesize it. The reactants are: Br[C:2]1[CH:19]=[CH:18][C:5]([CH2:6][O:7][Si:8]([CH:15]([CH3:17])[CH3:16])([CH:12]([CH3:14])[CH3:13])[CH:9]([CH3:11])[CH3:10])=[CH:4][CH:3]=1.O1CCCC1.C([Li])CCC.[C:30]([C:32]1[CH:33]=[C:34]([CH:37]=[CH:38][CH:39]=1)[CH:35]=[O:36])#[N:31]. (4) Given the product [NH:31]1[C:39]2[C:34](=[CH:35][CH:36]=[CH:37][CH:38]=2)[C:33]([CH2:40][C@@H:41]([C:78](=[O:135])[O:79][CH2:80][C:81]([N:83]2[CH2:87][CH2:86][CH2:85][C@H:84]2[C:88]([NH:90][C@H:91]([C:92]([NH:94][C@@H:95]([CH2:96][C:97]([S:30][CH2:23][C:24]2[CH:29]=[CH:28][CH:27]=[CH:26][CH:25]=2)=[O:98])[C:100]([N:102]2[CH2:106][CH2:105][CH2:104][C@H:103]2[C:107](=[O:109])[NH2:108])=[O:101])=[O:93])[CH2:110][CH2:111][CH2:112][CH2:113][NH:114][C:115]([C@@H:117]2[CH2:121][S:120][CH2:119][N:118]2[C:122]([O:124][CH2:125][C:126]2[CH:127]=[CH:128][C:129]([N:132]=[N+:133]=[N-:134])=[CH:130][CH:131]=2)=[O:123])=[O:116])=[O:89])=[O:82])[NH:42][C:43](=[O:77])[C@H:44]([CH2:70][CH2:71][CH2:72][CH2:73][N:74]([CH3:76])[CH3:75])[NH:45][C:46](=[O:69])[C@@H:47]([NH:55][C:56]([O:58][CH2:59][C:60]2[CH:61]=[CH:62][C:63]([N:66]=[N+:67]=[N-:68])=[CH:64][CH:65]=2)=[O:57])[CH2:48][S:49][S:50][C:51]([CH3:52])([CH3:53])[CH3:54])=[CH:32]1, predict the reactants needed to synthesize it. The reactants are: ON1C2C=CC=CC=2N=N1.Cl.C(N=C=NCCCN(C)C)C.[CH2:23]([SH:30])[C:24]1[CH:29]=[CH:28][CH:27]=[CH:26][CH:25]=1.[NH:31]1[C:39]2[C:34](=[CH:35][CH:36]=[CH:37][CH:38]=2)[C:33]([CH2:40][C@@H:41]([C:78](=[O:135])[O:79][CH2:80][C:81]([N:83]2[CH2:87][CH2:86][CH2:85][C@H:84]2[C:88]([NH:90][C@@H:91]([CH2:110][CH2:111][CH2:112][CH2:113][NH:114][C:115]([C@@H:117]2[CH2:121][S:120][CH2:119][N:118]2[C:122]([O:124][CH2:125][C:126]2[CH:131]=[CH:130][C:129]([N:132]=[N+:133]=[N-:134])=[CH:128][CH:127]=2)=[O:123])=[O:116])[C:92]([NH:94][C@H:95]([C:100]([N:102]2[CH2:106][CH2:105][CH2:104][C@H:103]2[C:107](=[O:109])[NH2:108])=[O:101])[CH2:96][C:97](O)=[O:98])=[O:93])=[O:89])=[O:82])[NH:42][C:43](=[O:77])[C@H:44]([CH2:70][CH2:71][CH2:72][CH2:73][N:74]([CH3:76])[CH3:75])[NH:45][C:46](=[O:69])[C@@H:47]([NH:55][C:56]([O:58][CH2:59][C:60]2[CH:65]=[CH:64][C:63]([N:66]=[N+:67]=[N-:68])=[CH:62][CH:61]=2)=[O:57])[CH2:48][S:49][S:50][C:51]([CH3:54])([CH3:53])[CH3:52])=[CH:32]1.Cl. (5) Given the product [Cl:1][C:2]1[C:3]([N:12]([CH2:27][C:28]2[CH:33]=[CH:32][C:31]([O:34][CH2:35][C:36]([F:37])([F:38])[F:39])=[CH:30][CH:29]=2)[S:13]([C:16]2[CH:25]=[CH:24][C:19]([C:20]([O:22][CH3:23])=[O:21])=[CH:18][CH:17]=2)(=[O:15])=[O:14])=[N:4][CH:5]=[C:6]([C:8]([F:11])([F:9])[F:10])[CH:7]=1, predict the reactants needed to synthesize it. The reactants are: [Cl:1][C:2]1[C:3]([NH:12][S:13]([C:16]2[CH:25]=[CH:24][C:19]([C:20]([O:22][CH3:23])=[O:21])=[CH:18][CH:17]=2)(=[O:15])=[O:14])=[N:4][CH:5]=[C:6]([C:8]([F:11])([F:10])[F:9])[CH:7]=1.Br[CH2:27][C:28]1[CH:33]=[CH:32][C:31]([O:34][CH2:35][C:36]([F:39])([F:38])[F:37])=[CH:30][CH:29]=1. (6) Given the product [C:31]([N:1]([C:2]1[CH:7]=[CH:6][CH:5]=[CH:4][CH:3]=1)[CH2:8][C:9]([NH:11][C:12]1[CH:17]=[CH:16][C:15]([C:18]2[CH:19]=[CH:20][N:21]=[CH:22][CH:23]=2)=[CH:14][CH:13]=1)=[O:10])(=[O:33])[CH3:32], predict the reactants needed to synthesize it. The reactants are: [NH:1]([CH2:8][C:9]([NH:11][C:12]1[CH:17]=[CH:16][C:15]([C:18]2[CH:23]=[CH:22][N:21]=[CH:20][CH:19]=2)=[CH:14][CH:13]=1)=[O:10])[C:2]1[CH:7]=[CH:6][CH:5]=[CH:4][CH:3]=1.C(N(CC)CC)C.[C:31](Cl)(=[O:33])[CH3:32].O. (7) Given the product [Br:1][C:2]1[CH:7]=[C:6]([C:8]2[CH:9]=[CH:10][N:11]=[CH:12][CH:13]=2)[CH:5]=[CH:4][C:3]=1[NH2:14], predict the reactants needed to synthesize it. The reactants are: [Br:1][C:2]1[CH:7]=[C:6]([C:8]2[CH:13]=[CH:12][N:11]=[CH:10][CH:9]=2)[CH:5]=[CH:4][C:3]=1[NH:14]C(=O)C.[OH-].[K+].